Dataset: Forward reaction prediction with 1.9M reactions from USPTO patents (1976-2016). Task: Predict the product of the given reaction. (1) Given the reactants [NH2:1][C:2]1[CH:7]=[CH:6][CH:5]=[CH:4][CH:3]=1.N1C=CC=CC=1.Cl[S:15]([C:18]1[CH:23]=[CH:22][C:21]([CH:24]=[CH:25][C:26]([OH:28])=[O:27])=[CH:20][CH:19]=1)(=[O:17])=[O:16], predict the reaction product. The product is: [C:2]1([NH:1][S:15]([C:18]2[CH:19]=[CH:20][C:21]([CH:24]=[CH:25][C:26]([OH:28])=[O:27])=[CH:22][CH:23]=2)(=[O:17])=[O:16])[CH:7]=[CH:6][CH:5]=[CH:4][CH:3]=1. (2) Given the reactants [CH2:1]([N:8]1[C:12](=[O:13])[CH2:11][CH2:10][C@@H:9]1[C:14]([NH:16][CH:17]([CH2:23][C:24]1[CH:29]=[CH:28][CH:27]=[CH:26][CH:25]=1)[CH:18]([OH:22])[C:19](O)=[O:20])=[O:15])[C:2]1[CH:7]=[CH:6][CH:5]=[CH:4][CH:3]=1.[N:30]1[CH:35]=[CH:34][CH:33]=[CH:32][C:31]=1[CH2:36][NH2:37].O.ON1C2C=CC=CC=2N=N1.C(Cl)CCl.C(N(CC)CC)C, predict the reaction product. The product is: [CH2:1]([N:8]1[C:12](=[O:13])[CH2:11][CH2:10][C@@H:9]1[C:14]([NH:16][CH:17]([CH:18]([OH:22])[C:19](=[O:20])[NH:37][CH2:36][C:31]1[CH:32]=[CH:33][CH:34]=[CH:35][N:30]=1)[CH2:23][C:24]1[CH:25]=[CH:26][CH:27]=[CH:28][CH:29]=1)=[O:15])[C:2]1[CH:3]=[CH:4][CH:5]=[CH:6][CH:7]=1. (3) Given the reactants [F:1][C:2]([F:24])([F:23])[C:3]1[CH:8]=[CH:7][N:6]=[C:5]([N:9]2[CH2:12][CH:11]([CH2:13][CH2:14][NH:15]C(=O)OC(C)(C)C)[CH2:10]2)[N:4]=1.Cl, predict the reaction product. The product is: [F:23][C:2]([F:1])([F:24])[C:3]1[CH:8]=[CH:7][N:6]=[C:5]([N:9]2[CH2:12][CH:11]([CH2:13][CH2:14][NH2:15])[CH2:10]2)[N:4]=1. (4) Given the reactants CCCCCC.[OH-].[Na+].[CH2:9]([OH:15])[CH2:10][CH2:11][CH2:12][CH2:13][CH3:14].[Br:16][C:17]([CH2:19]Br)=[CH2:18], predict the reaction product. The product is: [Br:16][C:17]([CH2:19][O:15][CH2:9][CH2:10][CH2:11][CH2:12][CH2:13][CH3:14])=[CH2:18].